This data is from NCI-60 drug combinations with 297,098 pairs across 59 cell lines. The task is: Regression. Given two drug SMILES strings and cell line genomic features, predict the synergy score measuring deviation from expected non-interaction effect. (1) Drug 1: CC1C(C(CC(O1)OC2CC(CC3=C2C(=C4C(=C3O)C(=O)C5=C(C4=O)C(=CC=C5)OC)O)(C(=O)C)O)N)O.Cl. Drug 2: CCC1(CC2CC(C3=C(CCN(C2)C1)C4=CC=CC=C4N3)(C5=C(C=C6C(=C5)C78CCN9C7C(C=CC9)(C(C(C8N6C)(C(=O)OC)O)OC(=O)C)CC)OC)C(=O)OC)O.OS(=O)(=O)O. Cell line: SNB-75. Synergy scores: CSS=32.3, Synergy_ZIP=0.568, Synergy_Bliss=4.85, Synergy_Loewe=0.153, Synergy_HSA=5.43. (2) Drug 2: C(CN)CNCCSP(=O)(O)O. Drug 1: CC1=C2C(C(=O)C3(C(CC4C(C3C(C(C2(C)C)(CC1OC(=O)C(C(C5=CC=CC=C5)NC(=O)OC(C)(C)C)O)O)OC(=O)C6=CC=CC=C6)(CO4)OC(=O)C)OC)C)OC. Cell line: MCF7. Synergy scores: CSS=25.2, Synergy_ZIP=-1.07, Synergy_Bliss=-4.78, Synergy_Loewe=-29.2, Synergy_HSA=-4.78. (3) Drug 1: CC1=C2C(C(=O)C3(C(CC4C(C3C(C(C2(C)C)(CC1OC(=O)C(C(C5=CC=CC=C5)NC(=O)C6=CC=CC=C6)O)O)OC(=O)C7=CC=CC=C7)(CO4)OC(=O)C)O)C)OC(=O)C. Drug 2: CC(C)(C1=NC(=CC=C1)N2C3=NC(=NC=C3C(=O)N2CC=C)NC4=CC=C(C=C4)N5CCN(CC5)C)O. Cell line: SW-620. Synergy scores: CSS=67.6, Synergy_ZIP=3.62, Synergy_Bliss=1.65, Synergy_Loewe=2.92, Synergy_HSA=7.30. (4) Drug 1: CN1C2=C(C=C(C=C2)N(CCCl)CCCl)N=C1CCCC(=O)O.Cl. Drug 2: CN(CC1=CN=C2C(=N1)C(=NC(=N2)N)N)C3=CC=C(C=C3)C(=O)NC(CCC(=O)O)C(=O)O. Cell line: RPMI-8226. Synergy scores: CSS=47.0, Synergy_ZIP=1.07, Synergy_Bliss=-0.567, Synergy_Loewe=-39.2, Synergy_HSA=-4.28.